The task is: Binary Classification. Given a miRNA mature sequence and a target amino acid sequence, predict their likelihood of interaction.. This data is from Experimentally validated miRNA-target interactions with 360,000+ pairs, plus equal number of negative samples. The miRNA is hsa-miR-3616-5p with sequence AUGAAGUGCACUCAUGAUAUGU. The protein sequence of the target gene is MIAELVSSALGLALYLNTLSADFCYDDSRAIKTNQDLLPETPWTHIFYNDFWGTLLTHSGSHKSYRPLCTLSFRLNHAIGGLNPWSYHLVNVLLHAAVTGLFTRFSKALLGDGYWTFMAGLMFASHPIHTEAVAGIVGRADVGASLFFLLSLLCYIKHCSTRGYSARTWGWFLGTGLCAGCSMLWKEQGVTVLAVSAVYDVFVFHRLKMKQILPTIYKRKNLSLFLSISLLTFWGTCLLGARLYWMGNKPPSFSNSDNPAADSDSLLARTLTFLYLPTKNLWLLLCPDTLSFDWSMDAVP.... Result: 0 (no interaction).